From a dataset of Forward reaction prediction with 1.9M reactions from USPTO patents (1976-2016). Predict the product of the given reaction. Given the reactants [C:1]1([NH2:12])[C:6](F)=C(F)C(F)=C(N)C=1F.Cl.Cl.Cl.[CH:16](=O)[C:17]1[C:18](=[CH:20][CH:21]=[CH:22][CH:23]=1)[OH:19].C([C:28]1[CH:29]=[C:30](OC)[C:31]([OH:36])=[C:32]([CH:35]=1)[CH:33]=O)C=C.C([N:41](CC)CC)C.Cl.C(N(CC)CC)C, predict the reaction product. The product is: [CH:22]1[CH:21]=[CH:20][C:18](=[O:19])/[C:17](=[CH:16]\[NH:41][CH2:6][CH2:1][NH:12]/[CH:33]=[C:32]2\[C:31]([CH:30]=[CH:29][CH:28]=[CH:35]\2)=[O:36])/[CH:23]=1.